Dataset: Full USPTO retrosynthesis dataset with 1.9M reactions from patents (1976-2016). Task: Predict the reactants needed to synthesize the given product. (1) The reactants are: [CH3:1][N:2]1[CH2:10][C:9]2[C:8]([N:11]3[CH2:16][CH2:15][O:14][CH2:13][C@@H:12]3[CH3:17])=[N:7][C:6]([C:18]3[CH:23]=[CH:22][C:21]([NH:24][C:25](=O)[O:26]C4C=CC=CC=4)=[CH:20][CH:19]=3)=[N:5][C:4]=2[CH2:3]1.[CH3:34][N:35]([CH3:39])[CH2:36][CH2:37][NH2:38]. Given the product [CH3:34][N:35]([CH3:39])[CH2:36][CH2:37][NH:38][C:25]([NH:24][C:21]1[CH:22]=[CH:23][C:18]([C:6]2[N:7]=[C:8]([N:11]3[CH2:16][CH2:15][O:14][CH2:13][C@@H:12]3[CH3:17])[C:9]3[CH2:10][N:2]([CH3:1])[CH2:3][C:4]=3[N:5]=2)=[CH:19][CH:20]=1)=[O:26], predict the reactants needed to synthesize it. (2) Given the product [N:3]([CH2:17][C@@H:8]([C:54]1[C:53]2[C:58](=[C:49]([O:48][CH2:41][C:42]3[CH:43]=[CH:44][CH:45]=[CH:46][CH:47]=3)[CH:50]=[CH:51][CH:52]=2)[NH:57][C:56](=[O:59])[CH:55]=1)[OH:7])=[N+:4]=[N-:5], predict the reactants needed to synthesize it. The reactants are: [I-].[Na+].[N-:3]=[N+:4]=[N-:5].[Na+].[OH:7][C:8]1C=CC([C@@H](O)CN[C@H]2CC[C@H](NCCOCCC3C=CC=CC=3)CC2)=C2[C:17]=1NC(=O)C=C2.[CH2:41]([O:48][C:49]1[CH:50]=[CH:51][C:52]([C@@H](O)CBr)=[C:53]2[C:58]=1[NH:57][C:56](=[O:59])[CH:55]=[CH:54]2)[C:42]1[CH:47]=[CH:46][CH:45]=[CH:44][CH:43]=1.